Dataset: Catalyst prediction with 721,799 reactions and 888 catalyst types from USPTO. Task: Predict which catalyst facilitates the given reaction. (1) Reactant: C1C2C(CO[C:16]([NH:18][CH2:19][C:20]([O:22][C@H:23]3[CH2:27][O:26][C@@H:25]4[C@H:28]([O:31][N+:32]([O-:34])=[O:33])[CH2:29][O:30][C@H:24]34)=[O:21])=[O:17])C3C(=CC=CC=3)C=2C=CC=1.N1CCCCC1.[CH2:41]([C:45]1[N:46]([CH2:54][C:55]2[CH:60]=[CH:59][C:58]([C:61]3[CH:66]=[CH:65][CH:64]=[CH:63][C:62]=3[C:67]3[NH:71][N:70]=[N:69][N:68]=3)=[CH:57][CH:56]=2)[C:47](C(O)=O)=[C:48]([Cl:50])[N:49]=1)[CH2:42][CH2:43][CH3:44].F[P-](F)(F)(F)(F)F.N1(O[P+](N2CCCC2)(N2CCCC2)N2CCCC2)C2C=CC=CC=2N=N1.C(N(CC)CC)C. Product: [CH2:41]([C:45]1[N:46]([CH2:54][C:55]2[CH:56]=[CH:57][C:58]([C:61]3[CH:66]=[CH:65][CH:64]=[CH:63][C:62]=3[C:67]3[NH:71][N:70]=[N:69][N:68]=3)=[CH:59][CH:60]=2)[C:47]([C:16]([NH:18][CH2:19][C:20]([O:22][C@H:23]2[CH2:27][O:26][C@@H:25]3[C@H:28]([O:31][N+:32]([O-:34])=[O:33])[CH2:29][O:30][C@H:24]23)=[O:21])=[O:17])=[C:48]([Cl:50])[N:49]=1)[CH2:42][CH2:43][CH3:44]. The catalyst class is: 9. (2) Reactant: C1(S([CH:10]2[CH2:16][C:15]3([C:25]4[CH:30]=[CH:29][CH:28]=[CH:27][CH:26]=4)[N:17]([CH2:18][C:19]4[CH:24]=[CH:23][CH:22]=[CH:21][CH:20]=4)[CH:11]2[CH2:12][CH2:13][CH:14]3[NH:31]OC)(=O)=O)C=CC=CC=1.[Na]. Product: [CH2:18]([N:17]1[CH:11]2[CH2:10][CH2:16][C:15]1([C:25]1[CH:30]=[CH:29][CH:28]=[CH:27][CH:26]=1)[CH:14]([NH2:31])[CH2:13][CH2:12]2)[C:19]1[CH:20]=[CH:21][CH:22]=[CH:23][CH:24]=1. The catalyst class is: 1. (3) Reactant: C(Cl)(=O)C(Cl)=O.[F:7][C:8]([F:18])([F:17])[C:9]1[S:13][CH:12]=[N:11][C:10]=1[C:14](O)=[O:15].Cl.[CH3:20][NH:21][O:22][CH3:23].C(N(CC)C(C)C)(C)C. Product: [CH3:23][O:22][N:21]([CH3:20])[C:14]([C:10]1[N:11]=[CH:12][S:13][C:9]=1[C:8]([F:18])([F:17])[F:7])=[O:15]. The catalyst class is: 59. (4) Reactant: [NH:1]1[C:9]2[C:4](=[CH:5][CH:6]=[CH:7][CH:8]=2)[CH:3]=[CH:2]1.[CH2:10]1[O:20][C:13]2([CH2:18][CH2:17][C:16](=O)[CH2:15][CH2:14]2)[O:12][CH2:11]1.[OH-].[K+]. Product: [O:12]1[C:13]2([CH2:18][CH2:17][C:16]([C:3]3[C:4]4[C:9](=[CH:8][CH:7]=[CH:6][CH:5]=4)[NH:1][CH:2]=3)=[CH:15][CH2:14]2)[O:20][CH2:10][CH2:11]1. The catalyst class is: 5. (5) The catalyst class is: 312. Reactant: [C:1]([O:5][C:6](=[O:26])[NH:7][C@H:8]1[CH2:11][C@H:10]([N:12]2[C:16]3[N:17]=[C:18](SC)[N:19]=[CH:20][C:15]=3[C:14]([CH3:24])([CH3:23])[C:13]2=[O:25])[CH2:9]1)([CH3:4])([CH3:3])[CH3:2].C([SiH](CC)CC)C. Product: [C:1]([O:5][C:6](=[O:26])[NH:7][C@H:8]1[CH2:9][C@H:10]([N:12]2[C:16]3[N:17]=[CH:18][N:19]=[CH:20][C:15]=3[C:14]([CH3:24])([CH3:23])[C:13]2=[O:25])[CH2:11]1)([CH3:4])([CH3:2])[CH3:3].